From a dataset of CYP2D6 inhibition data for predicting drug metabolism from PubChem BioAssay. Regression/Classification. Given a drug SMILES string, predict its absorption, distribution, metabolism, or excretion properties. Task type varies by dataset: regression for continuous measurements (e.g., permeability, clearance, half-life) or binary classification for categorical outcomes (e.g., BBB penetration, CYP inhibition). Dataset: cyp2d6_veith. The drug is Cn1c(=O)c(-c2ccc(Cl)cc2)nc2cncnc21. The result is 0 (non-inhibitor).